From a dataset of Reaction yield outcomes from USPTO patents with 853,638 reactions. Predict the reaction yield, written as a fraction of the theoretical maximum amount of product (1.0 means a 100% yield; for example, 0.34 means a 34% yield). (1) The reactants are [C:1](Cl)(=[O:6])[C:2]([CH3:5])([CH3:4])[CH3:3].[Br-:8].C[SiH](C)C.O=[CH:14][C@@H:15]([C@H:17]([C@@H:19]([C@@H:21]([CH2:23][OH:24])[OH:22])[OH:20])[OH:18])[OH:16]. The catalyst is [Co](Br)Br.ClCCl. The product is [CH3:3][C:2]([CH3:5])([CH3:4])[C:1]([O:16][C@@H:15]1[C@@H:17]([O:18][C:1](=[O:6])[C:2]([CH3:5])([CH3:4])[CH3:3])[C@H:19]([O:20][C:1](=[O:6])[C:2]([CH3:5])([CH3:4])[CH3:3])[C@@H:21]([CH2:23][O:24][C:1](=[O:6])[C:2]([CH3:5])([CH3:4])[CH3:3])[O:22][C@@H:14]1[Br:8])=[O:6]. The yield is 0.490. (2) The reactants are Cl[C:2]1[N:11]=[C:10]([NH:12][C:13]2[CH:17]=[C:16]([CH3:18])[NH:15][N:14]=2)[C:9]2[C:4](=[CH:5][CH:6]=[CH:7][CH:8]=2)[N:3]=1.[C:19]1([CH3:28])[CH:24]=[CH:23][CH:22]=[C:21](B(O)O)[CH:20]=1.C([O-])([O-])=O.[Na+].[Na+].C(P(C(C)(C)C)C(C)(C)C)(C)(C)C. The catalyst is CN(C=O)C.C1C=CC(P(C2C=CC=CC=2)[C-]2C=CC=C2)=CC=1.C1C=CC(P(C2C=CC=CC=2)[C-]2C=CC=C2)=CC=1.Cl[Pd]Cl.[Fe+2].O. The product is [CH3:28][C:19]1[CH:20]=[C:21]([C:2]2[N:11]=[C:10]([NH:12][C:13]3[NH:14][N:15]=[C:16]([CH3:18])[CH:17]=3)[C:9]3[C:4](=[CH:5][CH:6]=[CH:7][CH:8]=3)[N:3]=2)[CH:22]=[CH:23][CH:24]=1. The yield is 0.750. (3) The yield is 0.170. The reactants are [CH3:1][C:2]1[N:6]=[CH:5][NH:4][N:3]=1.F[C:8]1[CH:13]=[CH:12][C:11]([N+:14]([O-:16])=[O:15])=[CH:10][C:9]=1[F:17].C(=O)(O)[O-].[Na+].O. The product is [F:17][C:9]1[CH:10]=[C:11]([N+:14]([O-:16])=[O:15])[CH:12]=[CH:13][C:8]=1[N:4]1[CH:5]=[N:6][C:2]([CH3:1])=[N:3]1. The catalyst is CS(C)=O. (4) The reactants are Cl.[C:2]([CH:4]1[CH2:7][NH:6][CH2:5]1)#[N:3].C(N(CC)CC)C.[C:15](O[C:15]([O:17][C:18]([CH3:21])([CH3:20])[CH3:19])=[O:16])([O:17][C:18]([CH3:21])([CH3:20])[CH3:19])=[O:16]. The catalyst is ClCCl.Cl. The product is [C:2]([CH:4]1[CH2:7][N:6]([C:15]([O:17][C:18]([CH3:21])([CH3:20])[CH3:19])=[O:16])[CH2:5]1)#[N:3]. The yield is 0.980. (5) The reactants are [Cl:1][C:2]1[CH:7]=[CH:6][C:5]([C:8]2([O:14][CH3:15])[CH2:13][CH2:12][NH:11][CH2:10][CH2:9]2)=[CH:4][CH:3]=1.N1C(C)=CC=CC=1C.II.Br[CH2:27][CH2:28][CH:29]=[C:30]1[C:36]2[CH:37]=[CH:38][CH:39]=[N:40][C:35]=2[CH2:34][O:33][C:32]2[CH:41]=[CH:42][C:43]([C:45]([OH:48])([CH3:47])[CH3:46])=[CH:44][C:31]1=2. The catalyst is C(O)(C)C. The product is [Cl:1][C:2]1[CH:7]=[CH:6][C:5]([C:8]2([O:14][CH3:15])[CH2:9][CH2:10][N:11]([CH2:27][CH2:28][CH:29]=[C:30]3[C:36]4[CH:37]=[CH:38][CH:39]=[N:40][C:35]=4[CH2:34][O:33][C:32]4[CH:41]=[CH:42][C:43]([C:45]([OH:48])([CH3:47])[CH3:46])=[CH:44][C:31]3=4)[CH2:12][CH2:13]2)=[CH:4][CH:3]=1. The yield is 0.420. (6) The reactants are [CH2:1]([N:8]1[C@H:12]([C:13]([O:15][C:16]([CH3:19])([CH3:18])[CH3:17])=[O:14])[CH2:11][CH2:10][C:9]1=[C:20]([CH2:31][C:32]([O:34]CC1C=CC=CC=1)=[O:33])C(OCC1C=CC=CC=1)=O)[C:2]1[CH:7]=[CH:6][CH:5]=[CH:4][CH:3]=1.C([O-])=O.[NH4+].C(Cl)Cl. The catalyst is CO.[Pd]. The product is [CH2:1]([N:8]1[C@H:12]([C:13]([O:15][C:16]([CH3:18])([CH3:19])[CH3:17])=[O:14])[CH2:11][CH2:10][C@@H:9]1[CH2:20][CH2:31][C:32]([OH:34])=[O:33])[C:2]1[CH:3]=[CH:4][CH:5]=[CH:6][CH:7]=1. The yield is 0.222.